The task is: Predict which catalyst facilitates the given reaction.. This data is from Catalyst prediction with 721,799 reactions and 888 catalyst types from USPTO. (1) Reactant: [OH:1][CH2:2][C@@H:3]1[CH2:8][CH2:7][CH2:6][NH:5][CH2:4]1.[C:9]([O:13][C:14](O[C:14]([O:13][C:9]([CH3:12])([CH3:11])[CH3:10])=[O:15])=[O:15])([CH3:12])([CH3:11])[CH3:10].CN1CCOCC1. Product: [C:14]([N:5]1[CH2:6][CH2:7][CH2:8][C@@H:3]([CH2:2][OH:1])[CH2:4]1)([O:13][C:9]([CH3:12])([CH3:11])[CH3:10])=[O:15]. The catalyst class is: 12. (2) Reactant: [O:1]=[C:2]1[N:6]([C:7]2[CH:8]=[CH:9][C:10]3[C:16](=O)[C:15](=[CH:18][C:19]4[CH:24]=[CH:23][N:22]=[CH:21][CH:20]=4)[CH2:14][CH2:13][CH2:12][C:11]=3[CH:25]=2)[CH2:5][C@H:4]([CH2:26][NH:27][C:28](=[O:30])[CH3:29])[O:3]1.[OH:31][CH2:32][CH2:33][NH:34][NH2:35]. Product: [OH:31][CH2:32][CH2:33][N:34]1[N:35]=[C:16]2[C:15]([CH2:14][CH2:13][CH2:12][C:11]3[CH:25]=[C:7]([N:6]4[CH2:5][C@H:4]([CH2:26][NH:27][C:28](=[O:30])[CH3:29])[O:3][C:2]4=[O:1])[CH:8]=[CH:9][C:10]=32)=[C:18]1[C:19]1[CH:20]=[CH:21][N:22]=[CH:23][CH:24]=1. The catalyst class is: 15. (3) Reactant: [F:1][C:2]1[C:9]([O:10]C)=[C:8]([F:12])[CH:7]=[CH:6][C:3]=1[CH2:4][NH2:5]. Product: [NH2:5][CH2:4][C:3]1[C:2]([F:1])=[C:9]([OH:10])[C:8]([F:12])=[CH:7][CH:6]=1. The catalyst class is: 201.